Dataset: Catalyst prediction with 721,799 reactions and 888 catalyst types from USPTO. Task: Predict which catalyst facilitates the given reaction. (1) Reactant: [Br:1][C:2]1[CH:3]=[C:4]([CH2:9][O:10][Si:11]([CH:18]([CH3:20])[CH3:19])([CH:15]([CH3:17])[CH3:16])[CH:12]([CH3:14])[CH3:13])[C:5]([NH2:8])=[N:6][CH:7]=1.C[N:22]([CH:24](OC)OC)C.Cl.N[OH:31]. Product: [Br:1][C:2]1[CH:3]=[C:4]([CH2:9][O:10][Si:11]([CH:15]([CH3:17])[CH3:16])([CH:18]([CH3:20])[CH3:19])[CH:12]([CH3:13])[CH3:14])[C:5]([NH:8][CH:24]=[N:22][OH:31])=[N:6][CH:7]=1. The catalyst class is: 32. (2) The catalyst class is: 12. Product: [NH:31]1[C:35]2=[N:36][CH:37]=[CH:38][C:39]([C:16]3[N:15]=[C:14]4[N:9]([CH2:8][CH2:7][CH:4]5[CH2:5][CH2:6][O:1][CH2:2][CH2:3]5)[C:10](=[O:23])[CH2:11][NH:12][C:13]4=[N:18][CH:17]=3)=[C:34]2[CH:33]=[CH:32]1. Reactant: [O:1]1[CH2:6][CH2:5][CH:4]([CH2:7][CH2:8][N:9]2[C:14]3=[N:15][C:16]([Sn](C)(C)C)=[CH:17][N:18]=[C:13]3[NH:12][CH2:11][C:10]2=[O:23])[CH2:3][CH2:2]1.C(OC([N:31]1[C:35]2=[N:36][CH:37]=[CH:38][C:39](Br)=[C:34]2[CH:33]=[CH:32]1)=O)(C)(C)C.C1(C)C=CC=CC=1P(C1C=CC=CC=1C)C1C=CC=CC=1C.C(N(CC)CC)C. (3) Reactant: Cl[C:2]1[CH:7]=[C:6]([N:8]2[CH:12]=[C:11]([C:13]3[N:17]=[CH:16][NH:15][N:14]=3)[C:10]([C:18]3[CH:23]=[CH:22][CH:21]=[CH:20][C:19]=3[Cl:24])=[CH:9]2)[CH:5]=[CH:4][N:3]=1.[C:25]([NH2:28])(=[O:27])[CH3:26].CC1(C)C2C(=C(P(C3C=CC=CC=3)C3C=CC=CC=3)C=CC=2)OC2C(P(C3C=CC=CC=3)C3C=CC=CC=3)=CC=CC1=2.C(=O)([O-])[O-].[Cs+].[Cs+]. Product: [Cl:24][C:19]1[CH:20]=[CH:21][CH:22]=[CH:23][C:18]=1[C:10]1[C:11]([C:13]2[N:17]=[CH:16][NH:15][N:14]=2)=[CH:12][N:8]([C:6]2[CH:5]=[CH:4][N:3]=[C:2]([NH:28][C:25](=[O:27])[CH3:26])[CH:7]=2)[CH:9]=1. The catalyst class is: 333. (4) Product: [CH:27]([C@@H:30]1[CH2:34][C@@H:33]([C@@H:35]([N:57]=[N+:58]=[N-:59])[CH2:36][C@@H:37]([CH:54]([CH3:55])[CH3:56])[CH:38]([O:53][C:7](=[O:11])[CH:8]([CH3:10])[CH3:9])[C:39]2[CH:44]=[CH:43][C:42]([O:45][CH3:46])=[C:41]([CH2:47][CH2:48][O:49][CH2:50][O:51][CH3:52])[CH:40]=2)[O:32][C:31]1=[O:60])([CH3:28])[CH3:29]. Reactant: N1C=CC=CC=1.[C:7](O[C:7](=[O:11])[CH:8]([CH3:10])[CH3:9])(=[O:11])[CH:8]([CH3:10])[CH3:9].CN(C1C=CC=CN=1)C.[CH:27]([C@@H:30]1[CH2:34][C@@H:33]([C@@H:35]([N:57]=[N+:58]=[N-:59])[CH2:36][C@@H:37]([CH:54]([CH3:56])[CH3:55])[CH:38]([OH:53])[C:39]2[CH:44]=[CH:43][C:42]([O:45][CH3:46])=[C:41]([CH2:47][CH2:48][O:49][CH2:50][O:51][CH3:52])[CH:40]=2)[O:32][C:31]1=[O:60])([CH3:29])[CH3:28]. The catalyst class is: 4. (5) Reactant: [C:1]([O:5][C:6]([NH:8][C@H:9]1[C:18]2[C:13]3=[C:14]([C:19]4[N:20]([C:23]5[CH:24]=[C:25]([C:36](O)=[O:37])[CH:26]=[CH:27][C:28]=5[C:29]=4[CH:30]4[CH2:35][CH2:34][CH2:33][CH2:32][CH2:31]4)[CH2:21][CH2:22][N:12]3[CH2:11][CH2:10]1)[CH:15]=[CH:16][CH:17]=2)=[O:7])([CH3:4])([CH3:3])[CH3:2].[CH:39]1([NH2:42])[CH2:41][CH2:40]1.CN(C(ON1N=NC2C=CC=NC1=2)=[N+](C)C)C.F[P-](F)(F)(F)(F)F.CCN(C(C)C)C(C)C.Cl. Product: [CH:30]1([C:29]2[C:28]3[CH:27]=[CH:26][C:25]([C:36](=[O:37])[NH:42][CH:39]4[CH2:41][CH2:40]4)=[CH:24][C:23]=3[N:20]3[C:19]=2[C:14]2=[C:13]4[C:18](=[CH:17][CH:16]=[CH:15]2)[C@H:9]([NH:8][C:6](=[O:7])[O:5][C:1]([CH3:4])([CH3:2])[CH3:3])[CH2:10][CH2:11][N:12]4[CH2:22][CH2:21]3)[CH2:31][CH2:32][CH2:33][CH2:34][CH2:35]1. The catalyst class is: 91. (6) Reactant: [CH:1]12[CH:9]([CH2:10][C:11]([O:13]CC)=[O:12])[CH:5]([CH2:6][CH2:7][CH2:8]1)[CH2:4][CH2:3][CH2:2]2. Product: [CH:5]12[CH:9]([CH2:10][C:11]([OH:13])=[O:12])[CH:1]([CH2:2][CH2:3][CH2:4]1)[CH2:8][CH2:7][CH2:6]2. The catalyst class is: 273. (7) Product: [C:23]([N:13]1[C:14]([CH3:15])=[C:10]([CH2:9][C:4]2[CH:5]=[CH:6][C:7]([CH3:8])=[C:2]([F:1])[CH:3]=2)[C:11](=[O:16])[NH:12]1)(=[O:25])[CH3:24]. Reactant: [F:1][C:2]1[CH:3]=[C:4]([CH2:9][C:10]2[C:11](=[O:16])[NH:12][NH:13][C:14]=2[CH3:15])[CH:5]=[CH:6][C:7]=1[CH3:8].C(=O)([O-])[O-].[K+].[K+].[C:23](OC(=O)C)(=[O:25])[CH3:24].C(O)(=O)C. The catalyst class is: 35.